From a dataset of Full USPTO retrosynthesis dataset with 1.9M reactions from patents (1976-2016). Predict the reactants needed to synthesize the given product. Given the product [NH2:14][C:10]([C:17]1[CH:22]=[CH:21][CH:20]=[CH:19][CH:18]=1)([CH2:9][CH2:8][C:4]1[CH:5]=[CH:6][CH:7]=[C:2]([Br:1])[CH:3]=1)[C:11]([OH:23])=[O:16], predict the reactants needed to synthesize it. The reactants are: [Br:1][C:2]1[CH:3]=[C:4]([CH2:8][CH2:9][C:10]2([C:17]3[CH:22]=[CH:21][CH:20]=[CH:19][CH:18]=3)[NH:14]C(=O)N[C:11]2=[O:16])[CH:5]=[CH:6][CH:7]=1.[OH-:23].[Na+].